Dataset: Catalyst prediction with 721,799 reactions and 888 catalyst types from USPTO. Task: Predict which catalyst facilitates the given reaction. Reactant: [CH3:1][C:2]1([CH3:31])[CH2:11][CH:10]=[C:9]([C:12]2[CH:13]=[N:14][CH:15]=[CH:16][CH:17]=2)[C:8]2[CH:7]=[C:6]([C:18]#[C:19][C:20]3[CH:30]=[CH:29][C:23]([C:24]([O:26]CC)=[O:25])=[CH:22][CH:21]=3)[CH:5]=[CH:4][C:3]1=2.[OH-].[Na+].Cl. Product: [CH3:1][C:2]1([CH3:31])[CH2:11][CH:10]=[C:9]([C:12]2[CH:13]=[N:14][CH:15]=[CH:16][CH:17]=2)[C:8]2[CH:7]=[C:6]([C:18]#[C:19][C:20]3[CH:21]=[CH:22][C:23]([C:24]([OH:26])=[O:25])=[CH:29][CH:30]=3)[CH:5]=[CH:4][C:3]1=2. The catalyst class is: 301.